Dataset: Catalyst prediction with 721,799 reactions and 888 catalyst types from USPTO. Task: Predict which catalyst facilitates the given reaction. (1) Reactant: [OH:1][CH2:2][C:3]([N:6]1[C:14](=[O:15])[C:13]2[C:8](=[CH:9][CH:10]=[CH:11][CH:12]=2)[C:7]1=[O:16])([CH3:5])[CH3:4].CC(OI1(OC(C)=O)(OC(C)=O)OC(=O)C2C=CC=CC1=2)=O. Product: [O:16]=[C:7]1[C:8]2[C:13](=[CH:12][CH:11]=[CH:10][CH:9]=2)[C:14](=[O:15])[N:6]1[C:3]([CH3:5])([CH3:4])[CH:2]=[O:1]. The catalyst class is: 4. (2) Reactant: O[C:2]1([C:17]2[C:25]([OH:26])=[CH:24][C:20]3[O:21][CH2:22][O:23][C:19]=3[CH:18]=2)[C:6]2[CH:7]=[N:8][CH:9]=[CH:10][C:5]=2[N:4]([CH2:11][CH2:12][CH2:13][CH2:14][CH3:15])[C:3]1=[O:16].C([SiH](CC)CC)C.FC(F)(F)C(O)=O. Product: [OH:26][C:25]1[C:17]([CH:2]2[C:6]3[CH:7]=[N:8][CH:9]=[CH:10][C:5]=3[N:4]([CH2:11][CH2:12][CH2:13][CH2:14][CH3:15])[C:3]2=[O:16])=[CH:18][C:19]2[O:23][CH2:22][O:21][C:20]=2[CH:24]=1. The catalyst class is: 13. (3) Reactant: [CH3:1][C:2]1([CH3:16])[C:6]([CH3:8])([CH3:7])[O:5][B:4]([C:9]2[CH:14]=[CH:13][C:12]([OH:15])=[CH:11][CH:10]=2)[O:3]1.Br[CH2:18][C:19]([O:21][CH2:22][CH3:23])=[O:20].C(=O)([O-])[O-].[K+].[K+].O. Product: [CH3:8][C:6]1([CH3:7])[C:2]([CH3:16])([CH3:1])[O:3][B:4]([C:9]2[CH:14]=[CH:13][C:12]([O:15][CH2:18][C:19]([O:21][CH2:22][CH3:23])=[O:20])=[CH:11][CH:10]=2)[O:5]1. The catalyst class is: 3.